Dataset: NCI-60 drug combinations with 297,098 pairs across 59 cell lines. Task: Regression. Given two drug SMILES strings and cell line genomic features, predict the synergy score measuring deviation from expected non-interaction effect. (1) Drug 2: C1C(C(OC1N2C=C(C(=O)NC2=O)F)CO)O. Drug 1: COC1=C(C=C2C(=C1)N=CN=C2NC3=CC(=C(C=C3)F)Cl)OCCCN4CCOCC4. Cell line: 786-0. Synergy scores: CSS=25.7, Synergy_ZIP=-6.05, Synergy_Bliss=-4.10, Synergy_Loewe=1.30, Synergy_HSA=2.16. (2) Drug 1: C1C(C(OC1N2C=C(C(=O)NC2=O)F)CO)O. Drug 2: CC(C)(C#N)C1=CC(=CC(=C1)CN2C=NC=N2)C(C)(C)C#N. Cell line: NCI/ADR-RES. Synergy scores: CSS=13.2, Synergy_ZIP=-5.08, Synergy_Bliss=-2.28, Synergy_Loewe=-9.50, Synergy_HSA=-1.07. (3) Drug 1: C1=CC(=CC=C1CCCC(=O)O)N(CCCl)CCCl. Drug 2: C1=NNC2=C1C(=O)NC=N2. Cell line: NCI-H322M. Synergy scores: CSS=-13.1, Synergy_ZIP=2.96, Synergy_Bliss=-6.47, Synergy_Loewe=-8.70, Synergy_HSA=-9.96. (4) Drug 1: CC1=CC2C(CCC3(C2CCC3(C(=O)C)OC(=O)C)C)C4(C1=CC(=O)CC4)C. Drug 2: CN(CCCl)CCCl.Cl. Cell line: SF-539. Synergy scores: CSS=0.399, Synergy_ZIP=-3.46, Synergy_Bliss=-3.88, Synergy_Loewe=-15.5, Synergy_HSA=-4.86. (5) Drug 1: C1=CN(C=N1)CC(O)(P(=O)(O)O)P(=O)(O)O. Drug 2: CC12CCC3C(C1CCC2OP(=O)(O)O)CCC4=C3C=CC(=C4)OC(=O)N(CCCl)CCCl.[Na+]. Cell line: K-562. Synergy scores: CSS=10.2, Synergy_ZIP=-0.793, Synergy_Bliss=-4.08, Synergy_Loewe=2.40, Synergy_HSA=-2.96. (6) Cell line: M14. Synergy scores: CSS=40.0, Synergy_ZIP=3.95, Synergy_Bliss=8.45, Synergy_Loewe=-13.3, Synergy_HSA=5.56. Drug 1: C1CCN(CC1)CCOC2=CC=C(C=C2)C(=O)C3=C(SC4=C3C=CC(=C4)O)C5=CC=C(C=C5)O. Drug 2: CCC1(CC2CC(C3=C(CCN(C2)C1)C4=CC=CC=C4N3)(C5=C(C=C6C(=C5)C78CCN9C7C(C=CC9)(C(C(C8N6C=O)(C(=O)OC)O)OC(=O)C)CC)OC)C(=O)OC)O.OS(=O)(=O)O. (7) Drug 1: C1=CC(=CC=C1C#N)C(C2=CC=C(C=C2)C#N)N3C=NC=N3. Drug 2: CC1=CC=C(C=C1)C2=CC(=NN2C3=CC=C(C=C3)S(=O)(=O)N)C(F)(F)F. Cell line: COLO 205. Synergy scores: CSS=-2.19, Synergy_ZIP=0.0210, Synergy_Bliss=-2.78, Synergy_Loewe=-3.37, Synergy_HSA=-3.35. (8) Drug 1: CC1=C2C(C(=O)C3(C(CC4C(C3C(C(C2(C)C)(CC1OC(=O)C(C(C5=CC=CC=C5)NC(=O)OC(C)(C)C)O)O)OC(=O)C6=CC=CC=C6)(CO4)OC(=O)C)OC)C)OC. Drug 2: CC1=C(C(=CC=C1)Cl)NC(=O)C2=CN=C(S2)NC3=CC(=NC(=N3)C)N4CCN(CC4)CCO. Cell line: SK-OV-3. Synergy scores: CSS=53.6, Synergy_ZIP=4.27, Synergy_Bliss=3.80, Synergy_Loewe=2.40, Synergy_HSA=7.86.